From a dataset of Reaction yield outcomes from USPTO patents with 853,638 reactions. Predict the reaction yield, written as a fraction of the theoretical maximum amount of product (1.0 means a 100% yield; for example, 0.34 means a 34% yield). (1) The reactants are [OH-].[Na+].[Br:3][C:4]1[CH:21]=[CH:20][C:7]([O:8][C:9]2[C:14]([C:15]([O:17]CC)=[O:16])=[CH:13][N:12]=[CH:11][CH:10]=2)=[CH:6][CH:5]=1.C(O)=O.[Na+].[Cl-]. The catalyst is C1COCC1.O. The product is [Br:3][C:4]1[CH:21]=[CH:20][C:7]([O:8][C:9]2[C:14]([C:15]([OH:17])=[O:16])=[CH:13][N:12]=[CH:11][CH:10]=2)=[CH:6][CH:5]=1. The yield is 1.03. (2) The reactants are O=[CH:2][CH2:3][CH2:4][CH2:5][C:6]([O:8][CH3:9])=[O:7].[C:10]([CH:15]=P(C1C=CC=CC=1)(C1C=CC=CC=1)C1C=CC=CC=1)([O:12][CH2:13]C)=[O:11]. The catalyst is C1(C)C=CC=CC=1. The product is [C:10]([O:12][CH3:13])(=[O:11])/[CH:15]=[CH:2]/[CH2:3][CH2:4][CH2:5][C:6]([O:8][CH3:9])=[O:7]. The yield is 0.480. (3) The reactants are [NH2:1][C:2]1[N:7]=[CH:6][N:5]=[C:4]2[N:8]([CH2:12][C:13]3[O:14][C:15]4[C:20]([C:21](=[O:29])[C:22]=3[C:23]3[CH:28]=[CH:27][CH:26]=[CH:25][CH:24]=3)=[CH:19][CH:18]=[CH:17][CH:16]=4)[N:9]=[C:10](I)[C:3]=12.C([NH:33][C:34]1[CH:35]=[C:36](B(O)O)[CH:37]=[CH:38][CH:39]=1)(=O)C.C(=O)([O-])[O-].[Na+].[Na+].ClCCl. The catalyst is CN(C=O)C.C(O)C.O. The product is [NH2:1][C:2]1[N:7]=[CH:6][N:5]=[C:4]2[N:8]([CH2:12][C:13]3[O:14][C:15]4[C:20]([C:21](=[O:29])[C:22]=3[C:23]3[CH:28]=[CH:27][CH:26]=[CH:25][CH:24]=3)=[CH:19][CH:18]=[CH:17][CH:16]=4)[N:9]=[C:10]([C:38]3[CH:37]=[CH:36][CH:35]=[C:34]([NH2:33])[CH:39]=3)[C:3]=12. The yield is 0.380. (4) The reactants are [Cl:1][C:2]1[CH:7]=[CH:6][C:5]([C@H:8]2[C@@H:13]([O:14][CH2:15][O:16][CH3:17])[C@H:12]([O:18][CH2:19][O:20][CH3:21])[C@H:11]([O:22][CH2:23][O:24][CH3:25])[CH:10]([CH2:26][O:27][CH2:28][O:29][CH3:30])[O:9]2)=[CH:4][C:3]=1[CH2:31]O.C(N(CC)CC)C.CS(Cl)(=O)=O.[Br-:45].[Li+]. The catalyst is C1(C)C=CC=CC=1.C(OCC)(=O)C. The product is [Br:45][CH2:31][C:3]1[CH:4]=[C:5]([C@H:8]2[C@@H:13]([O:14][CH2:15][O:16][CH3:17])[C@H:12]([O:18][CH2:19][O:20][CH3:21])[C@H:11]([O:22][CH2:23][O:24][CH3:25])[CH:10]([CH2:26][O:27][CH2:28][O:29][CH3:30])[O:9]2)[CH:6]=[CH:7][C:2]=1[Cl:1]. The yield is 0.970.